Dataset: Catalyst prediction with 721,799 reactions and 888 catalyst types from USPTO. Task: Predict which catalyst facilitates the given reaction. (1) Reactant: [Cl:1][C:2]1[CH:7]=[C:6]([O:8]C)[CH:5]=[CH:4][C:3]=1[C:10]1[N:14](C)[N:13]=[C:12]([C:16]23[CH2:23][CH2:22][C:19]([CH2:24][CH2:25][CH2:26][CH:27]([OH:29])[CH3:28])([CH2:20][CH2:21]2)[CH2:18][CH2:17]3)[N:11]=1.[CH2:30]([S-])C.[Na+]. Product: [Cl:1][C:2]1[CH:7]=[C:6]([OH:8])[CH:5]=[CH:4][C:3]=1[C:10]1[N:11]=[C:12]([C:16]23[CH2:23][CH2:22][C:19]([CH2:24][CH2:25][CH2:26][CH:27]([OH:29])[CH3:28])([CH2:18][CH2:17]2)[CH2:20][CH2:21]3)[N:13]([CH3:30])[N:14]=1. The catalyst class is: 3. (2) Reactant: [Cl:1][C:2]1[C:3]([N+:10]([O-:12])=[O:11])=[CH:4][C:5]([CH3:9])=[C:6]([NH2:8])[CH:7]=1.[C:13](Cl)(=[O:20])[C:14]1[CH:19]=[CH:18][CH:17]=[CH:16][CH:15]=1. Product: [Cl:1][C:2]1[C:3]([N+:10]([O-:12])=[O:11])=[CH:4][C:5]([CH3:9])=[C:6]([NH:8][C:13](=[O:20])[C:14]2[CH:19]=[CH:18][CH:17]=[CH:16][CH:15]=2)[CH:7]=1. The catalyst class is: 11. (3) Reactant: [Cl:1][C:2]1[C:3]2[CH2:15][CH2:14][N:13](CC3C=CC=CC=3)[CH2:12][C:4]=2[N:5]=[C:6]([C:8]([F:11])([F:10])[F:9])[N:7]=1. Product: [ClH:1].[Cl:1][C:2]1[C:3]2[CH2:15][CH2:14][NH:13][CH2:12][C:4]=2[N:5]=[C:6]([C:8]([F:9])([F:10])[F:11])[N:7]=1. The catalyst class is: 28.